This data is from Full USPTO retrosynthesis dataset with 1.9M reactions from patents (1976-2016). The task is: Predict the reactants needed to synthesize the given product. (1) Given the product [CH:1]1([CH:4]([NH:6][C:7]2[C:8]3[N:9]([CH:16]=[C:17]([C:19]4[CH:24]=[CH:37][CH:36]=[C:35]([C@@H:39]([OH:38])[CH2:30][OH:31])[CH:20]=4)[CH:18]=3)[N:10]=[CH:11][C:12]=2[C:13]([NH2:15])=[O:40])[CH3:5])[CH2:3][CH2:2]1, predict the reactants needed to synthesize it. The reactants are: [CH:1]1([C@H:4]([NH:6][C:7]2[C:8]3[N:9]([CH:16]=[C:17]([C:19]4[CH:24]=CC=C(C=C)[CH:20]=4)[CH:18]=3)[N:10]=[CH:11][C:12]=2[C:13]([NH2:15])=O)[CH3:5])[CH2:3][CH2:2]1.C[N+]1([O-])CC[O:31][CH2:30]C1.[CH2:35]1[CH2:39][O:38][CH2:37][CH2:36]1.[OH2:40]. (2) Given the product [O:4]=[S:5]1(=[O:25])[C:10]2[CH:11]=[CH:12][CH:13]=[CH:14][C:9]=2[CH:8]([C:15]2[CH:24]=[CH:23][C:18]([C:19]([OH:21])=[O:20])=[CH:17][CH:16]=2)[CH2:7][CH2:6]1, predict the reactants needed to synthesize it. The reactants are: O.[OH-].[Li+].[O:4]=[S:5]1(=[O:25])[C:10]2[CH:11]=[CH:12][CH:13]=[CH:14][C:9]=2[CH:8]([C:15]2[CH:24]=[CH:23][C:18]([C:19]([O:21]C)=[O:20])=[CH:17][CH:16]=2)[CH2:7][CH2:6]1. (3) Given the product [Br:10][C:11]1[CH:16]=[CH:15][C:14]([N:1]2[C:9]3[C:4](=[CH:5][CH:6]=[CH:7][CH:8]=3)[CH:3]=[CH:2]2)=[CH:13][C:12]=1[O:18][CH3:19], predict the reactants needed to synthesize it. The reactants are: [NH:1]1[C:9]2[C:4](=[CH:5][CH:6]=[CH:7][CH:8]=2)[CH:3]=[CH:2]1.[Br:10][C:11]1[CH:16]=[CH:15][C:14](I)=[CH:13][C:12]=1[O:18][CH3:19].P([O-])([O-])([O-])=O.[K+].[K+].[K+].CC1OCCC1.